From a dataset of Forward reaction prediction with 1.9M reactions from USPTO patents (1976-2016). Predict the product of the given reaction. (1) Given the reactants [Br:1][C:2]1[CH:10]=[C:9]2[C:5]([C:6]([CH:11]=O)=[N:7][NH:8]2)=[CH:4][CH:3]=1.[CH3:13][N:14]1[CH2:19][CH2:18][N:17]([C:20]2[CH:25]=[CH:24][CH:23]=[C:22]([NH2:26])[C:21]=2[NH2:27])[CH2:16][CH2:15]1.S(S([O-])=O)([O-])(=O)=O.[Na+].[Na+], predict the reaction product. The product is: [Br:1][C:2]1[CH:10]=[C:9]2[C:5]([C:6]([C:11]3[NH:26][C:22]4[CH:23]=[CH:24][CH:25]=[C:20]([N:17]5[CH2:16][CH2:15][N:14]([CH3:13])[CH2:19][CH2:18]5)[C:21]=4[N:27]=3)=[N:7][NH:8]2)=[CH:4][CH:3]=1. (2) Given the reactants Br[C:2]1[CH:3]=[N:4][N:5]2[CH:10]=[CH:9][C:8]([N:11]3[C@@H:15]([C:16]4[CH:21]=[CH:20][CH:19]=[C:18]([Cl:22])[CH:17]=4)[CH2:14][O:13][C:12]3=[O:23])=[N:7][C:6]=12.[F:24][C:25]1[CH:30]=[C:29](B2OC(C)(C)C(C)(C)O2)[CH:28]=[CH:27][C:26]=1[C:40]1[N:44]=[CH:43][N:42]([CH2:45][O:46][CH2:47][CH2:48][Si:49]([CH3:52])([CH3:51])[CH3:50])[N:41]=1.CC1(C)C2C=CC=C(P(C3C=CC=CC=3)C3C=CC=CC=3)C=2OC2C1=CC=CC=2P(C1C=CC=CC=1)C1C=CC=CC=1.C([O-])([O-])=O.[Na+].[Na+], predict the reaction product. The product is: [Cl:22][C:18]1[CH:17]=[C:16]([C@H:15]2[CH2:14][O:13][C:12](=[O:23])[N:11]2[C:8]2[CH:9]=[CH:10][N:5]3[N:4]=[CH:3][C:2]([C:29]4[CH:28]=[CH:27][C:26]([C:40]5[N:44]=[CH:43][N:42]([CH2:45][O:46][CH2:47][CH2:48][Si:49]([CH3:51])([CH3:50])[CH3:52])[N:41]=5)=[C:25]([F:24])[CH:30]=4)=[C:6]3[N:7]=2)[CH:21]=[CH:20][CH:19]=1. (3) Given the reactants [CH3:1][O:2][C:3]1[CH:44]=[CH:43][C:6]([CH2:7][N:8]([CH2:34][C:35]2[CH:40]=[CH:39][C:38]([O:41][CH3:42])=[CH:37][CH:36]=2)[C:9]2[N:14]=[C:13]([CH3:15])[N:12]=[C:11]([C:16]3[CH:17]=[C:18]([CH:31](O)[CH3:32])[CH:19]=[N:20][C:21]=3[NH:22][C:23]3[CH:24]=[N:25][C:26]([O:29][CH3:30])=[CH:27][CH:28]=3)[N:10]=2)=[CH:5][CH:4]=1.C(N(CC)CC)C.CS(Cl)(=O)=O.[CH3:57][S:58]([N:61]1[CH2:66][CH2:65][NH:64][CH2:63][CH2:62]1)(=[O:60])=[O:59], predict the reaction product. The product is: [CH3:42][O:41][C:38]1[CH:39]=[CH:40][C:35]([CH2:34][N:8]([CH2:7][C:6]2[CH:43]=[CH:44][C:3]([O:2][CH3:1])=[CH:4][CH:5]=2)[C:9]2[N:10]=[C:11]([C:16]3[C:21]([NH:22][C:23]4[CH:24]=[N:25][C:26]([O:29][CH3:30])=[CH:27][CH:28]=4)=[N:20][CH:19]=[C:18]([CH:31]([N:64]4[CH2:65][CH2:66][N:61]([S:58]([CH3:57])(=[O:60])=[O:59])[CH2:62][CH2:63]4)[CH3:32])[CH:17]=3)[N:12]=[C:13]([CH3:15])[N:14]=2)=[CH:36][CH:37]=1. (4) Given the reactants [Cl:1][C:2]1[CH:7]=[C:6]([NH:8][C:9]2[N:14]=[C:13]([CH2:15][C:16]3[C:21]([Cl:22])=[CH:20][CH:19]=[CH:18][C:17]=3[Cl:23])[C:12]3[N:24]=[CH:25][N:26](COCC[Si](C)(C)C)[C:11]=3[C:10]=2[C:35]#[N:36])[CH:5]=[CH:4][C:3]=1[N:37]1[CH2:42][CH2:41][N:40](C(OC(C)(C)C)=O)[CH2:39][CH2:38]1.O.C(=O)(O)[O-:52].[Na+], predict the reaction product. The product is: [Cl:1][C:2]1[CH:7]=[C:6]([NH:8][C:9]2[N:14]=[C:13]([CH2:15][C:16]3[C:21]([Cl:22])=[CH:20][CH:19]=[CH:18][C:17]=3[Cl:23])[C:12]3[N:24]=[CH:25][NH:26][C:11]=3[C:10]=2[C:35]([NH2:36])=[O:52])[CH:5]=[CH:4][C:3]=1[N:37]1[CH2:42][CH2:41][NH:40][CH2:39][CH2:38]1. (5) Given the reactants [NH2:1][C@@H:2]1[C:8](=[O:9])[N:7]([CH2:10][CH2:11][O:12][CH3:13])[C:6]2[CH:14]=[CH:15][CH:16]=[CH:17][C:5]=2[C:4]2[CH:18]=[CH:19][CH:20]=[CH:21][C:3]1=2.[CH3:22][C:23]([CH3:38])([C:27]([NH:29][CH2:30][C:31]([F:37])([F:36])[C:32]([F:35])([F:34])[F:33])=[O:28])[C:24](O)=[O:25], predict the reaction product. The product is: [CH3:13][O:12][CH2:11][CH2:10][N:7]1[C:8](=[O:9])[C@@H:2]([NH:1][C:24](=[O:25])[C:23]([CH3:22])([CH3:38])[C:27]([NH:29][CH2:30][C:31]([F:36])([F:37])[C:32]([F:33])([F:34])[F:35])=[O:28])[C:3]2[CH:21]=[CH:20][CH:19]=[CH:18][C:4]=2[C:5]2[CH:17]=[CH:16][CH:15]=[CH:14][C:6]1=2.